From a dataset of Forward reaction prediction with 1.9M reactions from USPTO patents (1976-2016). Predict the product of the given reaction. (1) Given the reactants [NH2:1][C:2]1[CH:7]=[C:6]([Cl:8])[C:5]([C:9]([F:12])([F:11])[F:10])=[CH:4][C:3]=1[OH:13].[Cl:14][C:15]1[CH:23]=[N:22][CH:21]=[CH:20][C:16]=1[C:17](O)=[O:18].CCN=C=NCCCN(C)C.N1C=CC=CC=1, predict the reaction product. The product is: [Cl:14][C:15]1[CH:23]=[N:22][CH:21]=[CH:20][C:16]=1[C:17]([NH:1][C:2]1[CH:7]=[C:6]([Cl:8])[C:5]([C:9]([F:12])([F:10])[F:11])=[CH:4][C:3]=1[OH:13])=[O:18]. (2) Given the reactants [CH:1]([C:3]1[CH:4]=[CH:5][C:6]([C:15]([O:17][CH3:18])=[O:16])=[N:7][C:8]=1[C:9]1[CH:14]=[CH:13][CH:12]=[CH:11][CH:10]=1)=O.[NH:19]1[CH2:24][CH2:23][O:22][CH2:21][CH2:20]1, predict the reaction product. The product is: [O:22]1[CH2:23][CH2:24][N:19]([CH2:1][C:3]2[CH:4]=[CH:5][C:6]([C:15]([O:17][CH3:18])=[O:16])=[N:7][C:8]=2[C:9]2[CH:14]=[CH:13][CH:12]=[CH:11][CH:10]=2)[CH2:20][CH2:21]1. (3) Given the reactants [C:1]([O:5][C:6]([N:8]([CH2:32][C@H:33]1[CH2:42][CH2:41][C:40]2[C:35](=[CH:36][CH:37]=[C:38]([C:43]3[CH:52]=[CH:51][C:46]([C:47]([O:49][CH3:50])=[O:48])=[CH:45][CH:44]=3)[CH:39]=2)[O:34]1)[CH2:9][C@H:10]([O:24][Si](C(C)(C)C)(C)C)[C:11]1[CH:12]=[N:13][C:14]([N:17]2[C:21]([CH3:22])=[CH:20][CH:19]=[C:18]2[CH3:23])=[CH:15][CH:16]=1)=[O:7])([CH3:4])([CH3:3])[CH3:2].[F-].C([N+](CCCC)(CCCC)CCCC)CCC, predict the reaction product. The product is: [C:1]([O:5][C:6]([N:8]([CH2:32][C@H:33]1[CH2:42][CH2:41][C:40]2[C:35](=[CH:36][CH:37]=[C:38]([C:43]3[CH:52]=[CH:51][C:46]([C:47]([O:49][CH3:50])=[O:48])=[CH:45][CH:44]=3)[CH:39]=2)[O:34]1)[CH2:9][C@@H:10]([C:11]1[CH:12]=[N:13][C:14]([N:17]2[C:18]([CH3:23])=[CH:19][CH:20]=[C:21]2[CH3:22])=[CH:15][CH:16]=1)[OH:24])=[O:7])([CH3:4])([CH3:2])[CH3:3]. (4) Given the reactants Cl[C:2]1[CH:7]=[CH:6][CH:5]=[C:4]([N+:8]([O-:10])=[O:9])[C:3]=1[F:11].[C:12]1(B(O)O)[CH:17]=[CH:16][CH:15]=[CH:14][CH:13]=1.O.P([O-])([O-])([O-])=O.[K+].[K+].[K+].C1(C)C=CC=CC=1, predict the reaction product. The product is: [F:11][C:3]1[C:4]([N+:8]([O-:10])=[O:9])=[CH:5][CH:6]=[CH:7][C:2]=1[C:12]1[CH:17]=[CH:16][CH:15]=[CH:14][CH:13]=1. (5) Given the reactants [CH:1]([O:4][C:5]1[CH:10]=[C:9]([CH2:11][C:12]2[CH:17]=[CH:16][CH:15]=[CH:14][N:13]=2)[CH:8]=[CH:7][C:6]=1[OH:18])([CH3:3])[CH3:2].[H-].[Na+].C1C=CC(N([S:28]([C:31]([F:34])([F:33])[F:32])(=[O:30])=[O:29])[S:28]([C:31]([F:34])([F:33])[F:32])(=[O:30])=[O:29])=CC=1.[Cl-].[NH4+], predict the reaction product. The product is: [F:32][C:31]([F:34])([F:33])[S:28]([O:18][C:6]1[CH:7]=[CH:8][C:9]([CH2:11][C:12]2[CH:17]=[CH:16][CH:15]=[CH:14][N:13]=2)=[CH:10][C:5]=1[O:4][CH:1]([CH3:3])[CH3:2])(=[O:30])=[O:29]. (6) Given the reactants [NH2:1][CH2:2][CH2:3][N:4]1[C:12]2[C:7](=[CH:8][CH:9]=[C:10]([Cl:13])[CH:11]=2)[C:6]([C:14]([N:16]2[CH2:21][CH2:20][N:19]([C:22]3[CH:27]=[CH:26][CH:25]=[CH:24][C:23]=3[F:28])[CH2:18][CH2:17]2)=[O:15])=[CH:5]1.[S:29](Cl)([CH3:32])(=[O:31])=[O:30].C(N(CC)CC)C, predict the reaction product. The product is: [Cl:13][C:10]1[CH:11]=[C:12]2[C:7]([C:6]([C:14]([N:16]3[CH2:17][CH2:18][N:19]([C:22]4[CH:27]=[CH:26][CH:25]=[CH:24][C:23]=4[F:28])[CH2:20][CH2:21]3)=[O:15])=[CH:5][N:4]2[CH2:3][CH2:2][NH:1][S:29]([CH3:32])(=[O:31])=[O:30])=[CH:8][CH:9]=1. (7) Given the reactants [N+:1]([C:4]1[C:13]2[C:8](=[CH:9][CH:10]=[CH:11][CH:12]=2)[CH:7]=[CH:6][C:5]=1[NH:14][C:15]1[CH:20]=[CH:19][CH:18]=[C:17]([NH2:21])[CH:16]=1)([O-:3])=[O:2].[N:22]1[CH:27]=[CH:26][CH:25]=[CH:24][C:23]=1[CH2:28][CH2:29][C:30](O)=[O:31].Cl.C(N=C=NCCCN(C)C)C, predict the reaction product. The product is: [N+:1]([C:4]1[C:13]2[C:8](=[CH:9][CH:10]=[CH:11][CH:12]=2)[CH:7]=[CH:6][C:5]=1[NH:14][C:15]1[CH:16]=[C:17]([NH:21][C:30](=[O:31])[CH2:29][CH2:28][C:23]2[CH:24]=[CH:25][CH:26]=[CH:27][N:22]=2)[CH:18]=[CH:19][CH:20]=1)([O-:3])=[O:2].